This data is from Catalyst prediction with 721,799 reactions and 888 catalyst types from USPTO. The task is: Predict which catalyst facilitates the given reaction. (1) Reactant: [F:1][C:2]1[CH:3]=[C:4]([CH:34]=[CH:35][C:36]=1[NH:37][C:38]([NH:40][C:41]1[CH:46]=[CH:45][CH:44]=[C:43]([CH3:47])[CH:42]=1)=[O:39])[O:5][C:6]1[CH:11]=[CH:10][N:9]=[C:8]([C:12]2[NH:16][CH:15]=[C:14]([C:17]([NH:19][C@@H:20]([CH2:25][CH2:26][C:27]([O:29][C:30]([CH3:33])([CH3:32])[CH3:31])=[O:28])[C:21]([O:23]C)=[O:22])=[O:18])[CH:13]=2)[CH:7]=1.C1COCC1.CO.[OH-].[Na+].Cl. Product: [C:30]([O:29][C:27](=[O:28])[CH2:26][CH2:25][C@H:20]([NH:19][C:17]([C:14]1[CH:13]=[C:12]([C:8]2[CH:7]=[C:6]([O:5][C:4]3[CH:34]=[CH:35][C:36]([NH:37][C:38]([NH:40][C:41]4[CH:46]=[CH:45][CH:44]=[C:43]([CH3:47])[CH:42]=4)=[O:39])=[C:2]([F:1])[CH:3]=3)[CH:11]=[CH:10][N:9]=2)[NH:16][CH:15]=1)=[O:18])[C:21]([OH:23])=[O:22])([CH3:31])([CH3:33])[CH3:32]. The catalyst class is: 6. (2) Reactant: [CH2:1]([C:8]1[C:17]2[C:12](=[CH:13][CH:14]=[CH:15][CH:16]=2)[C:11]([N:18]2[CH2:23][CH2:22][N:21]([C:24]3[CH:29]=[N:28]C(C(C)=C)=[CH:26][N:25]=3)[CH2:20][CH2:19]2)=[N:10][N:9]=1)[C:2]1[CH:7]=[CH:6][CH:5]=[CH:4][CH:3]=1.C[N+]1([O-])CC[O:37]CC1.[C:41]([OH:45])([CH3:44])([CH3:43])[CH3:42]. Product: [CH2:1]([C:8]1[C:17]2[C:12](=[CH:13][CH:14]=[CH:15][CH:16]=2)[C:11]([N:18]2[CH2:23][CH2:22][N:21]([C:24]3[CH:29]=[N:28][C:42]([C:41]([OH:45])([CH3:44])[CH2:43][OH:37])=[CH:26][N:25]=3)[CH2:20][CH2:19]2)=[N:10][N:9]=1)[C:2]1[CH:7]=[CH:6][CH:5]=[CH:4][CH:3]=1. The catalyst class is: 95. (3) Reactant: [CH3:1][O:2][C:3]1[CH:4]=[C:5]([C:10]([C@@H:12]2[C@:21]3([CH3:22])[C@H:16]([C:17]([CH3:24])([CH3:23])[CH2:18][CH2:19][CH2:20]3)[CH2:15][C:14](=O)[C@@H:13]2[CH3:26])=[O:11])[CH:6]=[C:7]([CH3:9])[CH:8]=1.[C-:27]#[N:28].[K+]. Product: [CH3:1][O:2][C:3]1[CH:4]=[C:5]([C:10]([C@@H:12]2[C@:21]3([CH3:22])[C@H:16]([C:17]([CH3:24])([CH3:23])[CH2:18][CH2:19][CH2:20]3)[CH2:15][CH:14]([C:27]#[N:28])[CH:13]2[CH3:26])=[O:11])[CH:6]=[C:7]([CH3:9])[CH:8]=1. The catalyst class is: 5. (4) Reactant: [N+:1]([C:4]1[CH:5]=[C:6]([CH:27]=[CH:28][CH:29]=1)[C:7]([NH:9][CH2:10][C:11]([NH:13][CH:14]([C:21]1[CH:26]=[CH:25][CH:24]=[CH:23][CH:22]=1)[CH2:15][C:16]([O:18][CH2:19][CH3:20])=[O:17])=[O:12])=[O:8])([O-])=O.[Sn](Cl)Cl.C([O-])(O)=O.[Na+]. Product: [NH2:1][C:4]1[CH:5]=[C:6]([CH:27]=[CH:28][CH:29]=1)[C:7]([NH:9][CH2:10][C:11]([NH:13][CH:14]([C:21]1[CH:26]=[CH:25][CH:24]=[CH:23][CH:22]=1)[CH2:15][C:16]([O:18][CH2:19][CH3:20])=[O:17])=[O:12])=[O:8]. The catalyst class is: 8. (5) Product: [NH2:38][C:37]1[N:1]([CH:3]2[CH2:8][CH:7]3[CH2:9][CH:4]2[CH2:5][N:6]3[C:10]([O:12][CH2:13][C:14]2[CH:19]=[CH:18][CH:17]=[CH:16][CH:15]=2)=[O:11])[N:2]=[C:33]([C:30]2[CH:31]=[CH:32][C:27]([O:20][C:21]3[CH:26]=[CH:25][CH:24]=[CH:23][CH:22]=3)=[CH:28][CH:29]=2)[C:34]=1[C:35]#[N:36]. The catalyst class is: 8. Reactant: [NH:1]([CH:3]1[CH2:8][CH:7]2[CH2:9][CH:4]1[CH2:5][N:6]2[C:10]([O:12][CH2:13][C:14]1[CH:19]=[CH:18][CH:17]=[CH:16][CH:15]=1)=[O:11])[NH2:2].[O:20]([C:27]1[CH:32]=[CH:31][C:30]([C:33](OC)=[C:34]([C:37]#[N:38])[C:35]#[N:36])=[CH:29][CH:28]=1)[C:21]1[CH:26]=[CH:25][CH:24]=[CH:23][CH:22]=1.C(N(CC)CC)C.